The task is: Predict the product of the given reaction.. This data is from Forward reaction prediction with 1.9M reactions from USPTO patents (1976-2016). (1) Given the reactants C(OC(=O)[NH:7][CH:8]([CH2:18][C:19]1[C:27]2[C:22](=[CH:23][CH:24]=[C:25]([N+:28]([O-:30])=[O:29])[CH:26]=2)[NH:21][CH:20]=1)[C:9]([N:11]1[CH:15]([C:16]#[N:17])[CH2:14][S:13][CH2:12]1)=[O:10])(C)(C)C.FC(F)(F)C(O)=O, predict the reaction product. The product is: [NH2:7][C@@H:8]([CH2:18][C:19]1[C:27]2[C:22](=[CH:23][CH:24]=[C:25]([N+:28]([O-:30])=[O:29])[CH:26]=2)[NH:21][CH:20]=1)[C:9]([N:11]1[C@@H:15]([C:16]#[N:17])[CH2:14][S:13][CH2:12]1)=[O:10]. (2) Given the reactants [CH3:1][O:2][C:3]([C:5]1[CH:6]=[C:7](B(O)O)[CH:8]=[CH:9][CH:10]=1)=[O:4].Br[C:15]1[CH:20]=[CH:19][CH:18]=[CH:17][N:16]=1.C([O-])([O-])=O.[K+].[K+], predict the reaction product. The product is: [N:16]1[CH:17]=[CH:18][CH:19]=[CH:20][C:15]=1[C:7]1[CH:6]=[C:5]([CH:10]=[CH:9][CH:8]=1)[C:3]([O:2][CH3:1])=[O:4]. (3) The product is: [Cl:1][S:2]([C:5]1[CH:6]=[C:7]([CH:11]=[CH:12][CH:13]=1)[C:8]([O:21][CH3:20])=[O:9])(=[O:4])=[O:3]. Given the reactants [Cl:1][S:2]([C:5]1[CH:6]=[C:7]([CH:11]=[CH:12][CH:13]=1)[C:8](Cl)=[O:9])(=[O:4])=[O:3].N1C=CC=CC=1.[CH3:20][OH:21], predict the reaction product. (4) Given the reactants C1C=CC2N(O)[N:8]=[N:7]C=2C=1.[F:11][C:12]1[CH:13]=[C:14]([CH:22]=[CH:23][C:24]=1[F:25])[O:15][C:16]([CH3:21])([CH3:20])[C:17](O)=[O:18].C(OC(C)(C)C)(=O)NN.[Cl:35]CCl, predict the reaction product. The product is: [ClH:35].[F:11][C:12]1[CH:13]=[C:14]([CH:22]=[CH:23][C:24]=1[F:25])[O:15][C:16]([CH3:21])([CH3:20])[C:17]([NH:7][NH2:8])=[O:18]. (5) Given the reactants [Br:1][C:2]1[C:3](=[O:18])[N:4]([CH3:17])[C:5](=[O:16])[C:6]=1[C:7]1[C:15]2[C:10](=[CH:11][CH:12]=[CH:13][CH:14]=2)[NH:9][CH:8]=1.[C:19](O[C:19]([O:21][C:22]([CH3:25])([CH3:24])[CH3:23])=[O:20])([O:21][C:22]([CH3:25])([CH3:24])[CH3:23])=[O:20], predict the reaction product. The product is: [Br:1][C:2]1[C:3](=[O:18])[N:4]([CH3:17])[C:5](=[O:16])[C:6]=1[C:7]1[C:15]2[C:10](=[CH:11][CH:12]=[CH:13][CH:14]=2)[N:9]([C:19]([O:21][C:22]([CH3:25])([CH3:24])[CH3:23])=[O:20])[CH:8]=1. (6) Given the reactants [C:1]([O:5][C:6]([NH:8][C@@H:9]([CH2:13][CH2:14][CH2:15][C@@H:16]([C@@H:22]([O:26][Si:27]([CH:34]([CH3:36])[CH3:35])([CH:31]([CH3:33])[CH3:32])[CH:28]([CH3:30])[CH3:29])[C@@H:23]([OH:25])[CH3:24])[CH2:17][CH2:18][CH:19]([CH3:21])[CH3:20])[C:10](O)=[O:11])=[O:7])([CH3:4])([CH3:3])[CH3:2].CC1C=CC=C([N+]([O-])=O)C=1C(OC(C1C([N+]([O-])=O)=CC=CC=1C)=O)=O, predict the reaction product. The product is: [C:1]([O:5][C:6](=[O:7])[NH:8][C@H:9]1[CH2:13][CH2:14][CH2:15][C@H:16]([CH2:17][CH2:18][CH:19]([CH3:21])[CH3:20])[C@@H:22]([O:26][Si:27]([CH:34]([CH3:36])[CH3:35])([CH:28]([CH3:29])[CH3:30])[CH:31]([CH3:32])[CH3:33])[C@H:23]([CH3:24])[O:25][C:10]1=[O:11])([CH3:3])([CH3:4])[CH3:2]. (7) Given the reactants [C:1]([O:5][C:6](=[O:17])[C@H:7]([CH2:9][C:10]([O:12][C:13]([CH3:16])([CH3:15])[CH3:14])=[O:11])[NH2:8])([CH3:4])([CH3:3])[CH3:2].[C:18](N1C=CN=C1)([N:20]1[CH:24]=[CH:23][N:22]=[CH:21]1)=[O:19], predict the reaction product. The product is: [C:1]([O:5][C:6](=[O:17])[C@H:7]([CH2:9][C:10]([O:12][C:13]([CH3:16])([CH3:15])[CH3:14])=[O:11])[NH:8][C:18]([N:20]1[CH:24]=[CH:23][N:22]=[CH:21]1)=[O:19])([CH3:3])([CH3:4])[CH3:2].